This data is from Forward reaction prediction with 1.9M reactions from USPTO patents (1976-2016). The task is: Predict the product of the given reaction. (1) Given the reactants [F:1][C:2]([C:5]1[CH:10]=[C:9]([F:11])[CH:8]=[CH:7][C:6]=1[C:12]1[S:16][C:15]2[CH:17]=[C:18]([OH:21])[CH:19]=[CH:20][C:14]=2[C:13]=1[O:22][C:23]1[CH:28]=[CH:27][C:26](/[CH:29]=[CH:30]/[C:31]([O:33]C)=[O:32])=[CH:25][CH:24]=1)([F:4])[CH3:3], predict the reaction product. The product is: [F:1][C:2]([C:5]1[CH:10]=[C:9]([F:11])[CH:8]=[CH:7][C:6]=1[C:12]1[S:16][C:15]2[CH:17]=[C:18]([OH:21])[CH:19]=[CH:20][C:14]=2[C:13]=1[O:22][C:23]1[CH:28]=[CH:27][C:26](/[CH:29]=[CH:30]/[C:31]([OH:33])=[O:32])=[CH:25][CH:24]=1)([F:4])[CH3:3]. (2) Given the reactants [F:1][C:2]1[CH:7]=[CH:6][C:5](/[CH:8]=[CH:9]/[C:10]2[CH:15]=[CH:14][C:13]([S:16]([O-:18])=[O:17])=[CH:12][CH:11]=2)=[CH:4][CH:3]=1.[Na+].Br[C:21]1[N:29]=[CH:28][CH:27]=[CH:26][C:22]=1[C:23]([OH:25])=[O:24], predict the reaction product. The product is: [F:1][C:2]1[CH:3]=[CH:4][C:5](/[CH:8]=[CH:9]/[C:10]2[CH:15]=[CH:14][C:13]([S:16]([C:21]3[N:29]=[CH:28][CH:27]=[CH:26][C:22]=3[C:23]([OH:25])=[O:24])(=[O:18])=[O:17])=[CH:12][CH:11]=2)=[CH:6][CH:7]=1.